Dataset: Merck oncology drug combination screen with 23,052 pairs across 39 cell lines. Task: Regression. Given two drug SMILES strings and cell line genomic features, predict the synergy score measuring deviation from expected non-interaction effect. Drug 1: CN(C)C(=N)N=C(N)N. Drug 2: CCc1cnn2c(NCc3ccc[n+]([O-])c3)cc(N3CCCCC3CCO)nc12. Cell line: SKMEL30. Synergy scores: synergy=5.27.